Dataset: Reaction yield outcomes from USPTO patents with 853,638 reactions. Task: Predict the reaction yield, written as a fraction of the theoretical maximum amount of product (1.0 means a 100% yield; for example, 0.34 means a 34% yield). (1) The reactants are [C:1]([C:5]1[N:14]=[C:13]([N:15]2[CH2:20][CH2:19][N:18]([CH2:21][CH2:22][CH2:23][CH2:24][NH2:25])[CH2:17][CH2:16]2)[C:12]2[C:7](=[CH:8][CH:9]=[CH:10][CH:11]=2)[N:6]=1)([CH3:4])([CH3:3])[CH3:2].C1N=CN([C:31](N2C=NC=C2)=[O:32])C=1.[C:38]1([N:44]2[CH2:49][CH2:48][NH:47][CH2:46][CH2:45]2)[CH:43]=[CH:42][CH:41]=[CH:40][CH:39]=1. The catalyst is C(Cl)(Cl)Cl.CO. The product is [C:1]([C:5]1[N:14]=[C:13]([N:15]2[CH2:20][CH2:19][N:18]([CH2:21][CH2:22][CH2:23][CH2:24][NH:25][C:31]([N:47]3[CH2:48][CH2:49][N:44]([C:38]4[CH:43]=[CH:42][CH:41]=[CH:40][CH:39]=4)[CH2:45][CH2:46]3)=[O:32])[CH2:17][CH2:16]2)[C:12]2[C:7](=[CH:8][CH:9]=[CH:10][CH:11]=2)[N:6]=1)([CH3:4])([CH3:2])[CH3:3]. The yield is 0.250. (2) The reactants are [C:1]([C:3]1[CH:4]=[C:5]([CH:10]2[CH2:15][CH:14]([NH:16][C:17](=[O:24])[C:18]3[CH:23]=[CH:22][CH:21]=[CH:20][N:19]=3)[C:13](=O)[CH2:12][CH2:11]2)[CH:6]=[C:7]([F:9])[CH:8]=1)#[N:2].CC[N+](S(N=C(OC)[O-])(=O)=O)(CC)CC. The catalyst is C(OCC)(=O)C. The product is [F:9][C:7]1[CH:8]=[C:3]([CH:4]=[C:5]([CH:10]2[CH2:15][C:14]3[N:16]=[C:17]([C:18]4[CH:23]=[CH:22][CH:21]=[CH:20][N:19]=4)[O:24][C:13]=3[CH2:12][CH2:11]2)[CH:6]=1)[C:1]#[N:2]. The yield is 0.490. (3) The reactants are [C:1]([O:5][C:6](=[O:20])[C:7]([CH3:19])([S:9][C:10]1[CH:18]=[CH:17][C:13]([C:14]([OH:16])=[O:15])=[CH:12][CH:11]=1)[CH3:8])([CH3:4])([CH3:3])[CH3:2].O[CH2:22][C:23]1[NH:27][C:26](=[O:28])[N:25]([CH2:29][C:30]2[CH:35]=[CH:34][C:33]([CH3:36])=[CH:32][CH:31]=2)[N:24]=1.Cl.CN(C)CCCN=C=NCC. The catalyst is CN(C)C1C=CN=CC=1.CN(C)C=O.C(OCC)(=O)C. The product is [C:1]([O:5][C:6](=[O:20])[C:7]([CH3:8])([S:9][C:10]1[CH:11]=[CH:12][C:13]([C:14]([O:16][CH2:22][C:23]2[NH:27][C:26](=[O:28])[N:25]([CH2:29][C:30]3[CH:35]=[CH:34][C:33]([CH3:36])=[CH:32][CH:31]=3)[N:24]=2)=[O:15])=[CH:17][CH:18]=1)[CH3:19])([CH3:2])([CH3:3])[CH3:4]. The yield is 0.920. (4) The reactants are [N+:1]([C:4]1[CH:5]=[N:6][C:7]([S:10]([CH3:13])(=[O:12])=[O:11])=[CH:8][CH:9]=1)([O-])=O.C(O)(=O)C.C(OCC)(=O)C.CCCCCC.C(=O)(O)[O-].[Na+]. The catalyst is O.[Fe].C(OCC)(=O)C. The product is [NH2:1][C:4]1[CH:5]=[N:6][C:7]([S:10]([CH3:13])(=[O:12])=[O:11])=[CH:8][CH:9]=1. The yield is 0.705. (5) The reactants are O[CH2:2][C:3]1[C:8]([CH3:9])=[C:7]([O:10][CH2:11][CH2:12][CH2:13][O:14][CH3:15])[CH:6]=[CH:5][N:4]=1.S(Cl)([Cl:18])=O. The catalyst is C1(C)C=CC=CC=1. The product is [Cl:18][CH2:2][C:3]1[C:8]([CH3:9])=[C:7]([O:10][CH2:11][CH2:12][CH2:13][O:14][CH3:15])[CH:6]=[CH:5][N:4]=1. The yield is 0.973. (6) The product is [S:1]1[CH:5]=[CH:4][CH:3]=[C:2]1[CH2:6][NH:7][C:8]([C:10]1[N:11]=[C:12]2[C:17]([C:18]([F:21])([F:20])[F:19])=[CH:16][C:15]([C:33]3[CH:32]=[CH:31][CH:30]=[C:29]([CH2:28][N:26]([CH3:27])[CH3:25])[CH:34]=3)=[CH:14][N:13]2[C:23]=1[Cl:24])=[O:9]. The reactants are [S:1]1[CH:5]=[CH:4][CH:3]=[C:2]1[CH2:6][NH:7][C:8]([C:10]1[N:11]=[C:12]2[C:17]([C:18]([F:21])([F:20])[F:19])=[CH:16][C:15](Br)=[CH:14][N:13]2[C:23]=1[Cl:24])=[O:9].[CH3:25][N:26]([CH2:28][C:29]1[CH:30]=[C:31](B2OC(C)(C)C(C)(C)O2)[CH:32]=[CH:33][CH:34]=1)[CH3:27].[O-]P([O-])([O-])=O.[K+].[K+].[K+]. The catalyst is CCOC(C)=O.C1C=CC([P]([Pd]([P](C2C=CC=CC=2)(C2C=CC=CC=2)C2C=CC=CC=2)([P](C2C=CC=CC=2)(C2C=CC=CC=2)C2C=CC=CC=2)[P](C2C=CC=CC=2)(C2C=CC=CC=2)C2C=CC=CC=2)(C2C=CC=CC=2)C2C=CC=CC=2)=CC=1. The yield is 0.450. (7) The reactants are Br[C:2]1[CH:3]=[C:4]([CH3:14])[C:5]2[O:9][C:8]([CH3:11])([CH3:10])[CH2:7][C:6]=2[C:12]=1[CH3:13].[CH3:15][O:16][C:17]1[CH:22]=[CH:21][C:20]([N:23]2[CH2:28][CH2:27][NH:26][CH2:25][CH2:24]2)=[CH:19][CH:18]=1. No catalyst specified. The product is [CH3:15][O:16][C:17]1[CH:18]=[CH:19][C:20]([N:23]2[CH2:28][CH2:27][N:26]([C:2]3[CH:3]=[C:4]([CH3:14])[C:5]4[O:9][C:8]([CH3:11])([CH3:10])[CH2:7][C:6]=4[C:12]=3[CH3:13])[CH2:25][CH2:24]2)=[CH:21][CH:22]=1. The yield is 0.740. (8) The reactants are Cl[C:2]1[CH:11]=[C:10]2[C:5]([CH:6]=[C:7]([C:13]3[CH:18]=[CH:17][CH:16]=[CH:15][C:14]=3[C:19]([F:22])([F:21])[F:20])[NH:8][C:9]2=[O:12])=[CH:4][CH:3]=1.C(P(C(C)(C)C)C1C=CC=CC=1C1C=CC=CC=1)(C)(C)C.CC(C)([O-])C.[Na+].[NH:50]1[CH2:54][CH2:53][CH2:52][CH2:51]1. The catalyst is C1(C)C=CC=CC=1.C([O-])(=O)C.[Pd+2].C([O-])(=O)C.O. The product is [N:50]1([C:2]2[CH:11]=[C:10]3[C:5]([CH:6]=[C:7]([C:13]4[CH:18]=[CH:17][CH:16]=[CH:15][C:14]=4[C:19]([F:22])([F:21])[F:20])[NH:8][C:9]3=[O:12])=[CH:4][CH:3]=2)[CH2:54][CH2:53][CH2:52][CH2:51]1. The yield is 0.500. (9) The reactants are [F:1][C:2]1[CH:7]=[CH:6][C:5]([C:8]([C:10]2[CH:15]=[CH:14][C:13]([N+:16]([O-:18])=[O:17])=[CH:12][CH:11]=2)=O)=[CH:4][CH:3]=1.C([SiH](CC)CC)C.FC(F)(F)S(O)(=O)=O.C(=O)(O)[O-].[Na+]. The catalyst is ClCCl. The product is [F:1][C:2]1[CH:3]=[CH:4][C:5]([CH2:8][C:10]2[CH:15]=[CH:14][C:13]([N+:16]([O-:18])=[O:17])=[CH:12][CH:11]=2)=[CH:6][CH:7]=1. The yield is 0.140.